From a dataset of Reaction yield outcomes from USPTO patents with 853,638 reactions. Predict the reaction yield, written as a fraction of the theoretical maximum amount of product (1.0 means a 100% yield; for example, 0.34 means a 34% yield). (1) The yield is 0.560. The reactants are Cl[C:2]1[N:7]=[C:6]([C:8]2[N:12]3[CH:13]=[CH:14][CH:15]=[CH:16][C:11]3=[N:10][C:9]=2[C:17]2[CH:18]=[CH:19][C:20]([O:34][CH3:35])=[C:21]([CH:33]=2)[C:22]([NH:24][C:25]2[C:30]([F:31])=[CH:29][CH:28]=[CH:27][C:26]=2[F:32])=[O:23])[CH:5]=[CH:4][N:3]=1.[CH2:36]([C:38]1[C:39]([N:47]2[CH2:52][CH2:51][CH:50]([N:53]3[CH2:58][CH2:57][N:56]([S:59]([CH3:62])(=[O:61])=[O:60])[CH2:55][CH2:54]3)[CH2:49][CH2:48]2)=[CH:40][C:41]([O:45][CH3:46])=[C:42]([CH:44]=1)[NH2:43])[CH3:37].Cl. The product is [F:32][C:26]1[CH:27]=[CH:28][CH:29]=[C:30]([F:31])[C:25]=1[NH:24][C:22](=[O:23])[C:21]1[CH:33]=[C:17]([C:9]2[N:10]=[C:11]3[CH:16]=[CH:15][CH:14]=[CH:13][N:12]3[C:8]=2[C:6]2[CH:5]=[CH:4][N:3]=[C:2]([NH:43][C:42]3[CH:44]=[C:38]([CH2:36][CH3:37])[C:39]([N:47]4[CH2:48][CH2:49][CH:50]([N:53]5[CH2:54][CH2:55][N:56]([S:59]([CH3:62])(=[O:61])=[O:60])[CH2:57][CH2:58]5)[CH2:51][CH2:52]4)=[CH:40][C:41]=3[O:45][CH3:46])[N:7]=2)[CH:18]=[CH:19][C:20]=1[O:34][CH3:35]. The catalyst is C(O)C(F)(F)F. (2) The reactants are [C:1]([C:3]1[CH:4]=[N:5][CH:6]=[CH:7][CH:8]=1)#[N:2].[Cl-].[NH4+].[N-:11]=[N+:12]=[N-:13].[Na+]. The catalyst is CN(C=O)C. The product is [NH:11]1[C:1]([C:3]2[CH:4]=[N:5][CH:6]=[CH:7][CH:8]=2)=[N:2][N:13]=[N:12]1. The yield is 0.460. (3) The reactants are [Cl:1][C:2]1[CH:16]=[CH:15][C:5]2[N:6]([CH2:11][CH2:12][CH2:13]Cl)[C:7](=[O:10])[CH2:8][O:9][C:4]=2[CH:3]=1.C([O-])([O-])=O.[K+].[K+].[Na+].[I-].[CH2:25]([CH:29]1[CH2:34][CH2:33][NH:32][CH2:31][CH2:30]1)[CH2:26][CH2:27][CH3:28]. The catalyst is CCCCCCC.CCOC(C)=O. The product is [CH2:25]([CH:29]1[CH2:34][CH2:33][N:32]([CH2:13][CH2:12][CH2:11][N:6]2[C:5]3[CH:15]=[CH:16][C:2]([Cl:1])=[CH:3][C:4]=3[O:9][CH2:8][C:7]2=[O:10])[CH2:31][CH2:30]1)[CH2:26][CH2:27][CH3:28]. The yield is 0.900. (4) The reactants are [C:1]([C:4]1[C:5](=[O:15])[O:6][C:7]2[C:12]([CH:13]=1)=[CH:11][CH:10]=[C:9]([F:14])[CH:8]=2)(=O)[CH3:2].[CH3:16][C:17]1[S:21][C:20]([NH2:22])=[N:19][N:18]=1. The catalyst is CCO.C([O-])(O)=O.[Na+]. The product is [F:14][C:9]1[CH:8]=[C:7]2[C:12]([CH:13]=[C:4]([C:1]3[N:22]=[C:20]4[N:19]([CH:2]=3)[N:18]=[C:17]([CH3:16])[S:21]4)[C:5](=[O:15])[O:6]2)=[CH:11][CH:10]=1. The yield is 0.620. (5) The product is [N+:1]([C:4]1[CH:9]=[CH:8][C:7]([O:10][CH2:12][C:13]2[O:17][N:16]=[C:15]([C:18]3[CH:19]=[CH:20][CH:21]=[CH:22][CH:23]=3)[N:14]=2)=[CH:6][CH:5]=1)([O-:3])=[O:2]. The catalyst is CC(C)=O. The reactants are [N+:1]([C:4]1[CH:9]=[CH:8][C:7]([OH:10])=[CH:6][CH:5]=1)([O-:3])=[O:2].Cl[CH2:12][C:13]1[O:17][N:16]=[C:15]([C:18]2[CH:23]=[CH:22][CH:21]=[CH:20][CH:19]=2)[N:14]=1.C([O-])([O-])=O.[K+].[K+]. The yield is 0.920.